Dataset: Catalyst prediction with 721,799 reactions and 888 catalyst types from USPTO. Task: Predict which catalyst facilitates the given reaction. Reactant: [C:1]1([CH2:7][CH2:8][CH:9]=[O:10])[CH:6]=[CH:5][CH:4]=[CH:3][CH:2]=1.[N+:11](/[CH:14]=[CH:15]/[C:16]1[CH:21]=[CH:20][CH:19]=[CH:18][CH:17]=1)([O-:13])=[O:12].CCOCC.[Na+].[Cl-]. Product: [N+:11]([CH2:14][C@@H:15]([C:16]1[CH:21]=[CH:20][CH:19]=[CH:18][CH:17]=1)[C:9](=[O:10])[CH2:8][CH2:7][C:1]1[CH:6]=[CH:5][CH:4]=[CH:3][CH:2]=1)([O-:13])=[O:12]. The catalyst class is: 22.